Dataset: Full USPTO retrosynthesis dataset with 1.9M reactions from patents (1976-2016). Task: Predict the reactants needed to synthesize the given product. (1) The reactants are: N1C=C(CC[NH:8][CH:9]2[C:18]3[N:17]=[CH:16][CH:15]=[CH:14][C:13]=3[CH2:12][CH2:11][CH2:10]2)N=C1.[CH3:19][C:20]1[C:21]([CH:27]=O)=[N:22][CH:23]=[C:24]([CH3:26])[CH:25]=1.[BH-](OC(C)=O)(OC(C)=O)OC(C)=O.[Na+]. Given the product [CH3:19][C:20]1[C:21]([CH2:27][NH:8][CH:9]2[C:18]3[N:17]=[CH:16][CH:15]=[CH:14][C:13]=3[CH2:12][CH2:11][CH2:10]2)=[N:22][CH:23]=[C:24]([CH3:26])[CH:25]=1, predict the reactants needed to synthesize it. (2) Given the product [CH3:33][O:34][C:35]1[N:25]([C:22]2[CH:21]=[CH:20][C:19]([C:9]3[N:8]([C:5]4[CH:6]=[N:7][C:2]([CH3:1])=[CH:3][CH:4]=4)[CH:12]=[C:11]([C:13]4[S:14][CH:15]=[C:16]([CH3:18])[N:17]=4)[N:10]=3)=[CH:24][CH:23]=2)[C:26]2=[N:27][CH:28]=[CH:29][CH:30]=[C:31]2[N:32]=1, predict the reactants needed to synthesize it. The reactants are: [CH3:1][C:2]1[N:7]=[CH:6][C:5]([N:8]2[CH:12]=[C:11]([C:13]3[S:14][CH:15]=[C:16]([CH3:18])[N:17]=3)[N:10]=[C:9]2[C:19]2[CH:24]=[CH:23][C:22]([NH:25][C:26]3[C:31]([NH2:32])=[CH:30][CH:29]=[CH:28][N:27]=3)=[CH:21][CH:20]=2)=[CH:4][CH:3]=1.[CH3:33][O:34][C:35](OC)(OC)OC.C(O)(=O)CC.